This data is from Reaction yield outcomes from USPTO patents with 853,638 reactions. The task is: Predict the reaction yield, written as a fraction of the theoretical maximum amount of product (1.0 means a 100% yield; for example, 0.34 means a 34% yield). (1) The reactants are F[C:2]1[CH:10]=[N:9][CH:8]=[CH:7][C:3]=1[C:4]([OH:6])=[O:5].[CH3:11][O:12][C:13]1[CH:18]=[CH:17][C:16]([NH2:19])=[CH:15][CH:14]=1.[Li+].C[Si]([N-][Si](C)(C)C)(C)C.Cl. The catalyst is C1COCC1. The product is [CH3:11][O:12][C:13]1[CH:18]=[CH:17][C:16]([NH:19][C:2]2[CH:10]=[N:9][CH:8]=[CH:7][C:3]=2[C:4]([OH:6])=[O:5])=[CH:15][CH:14]=1. The yield is 0.130. (2) The reactants are [Br:1][C:2]1[CH:3]=[C:4]2[C:8](=[CH:9][C:10]=1[N+:11]([O-:13])=[O:12])[NH:7][CH2:6][CH2:5]2.C(C1C(=O)C(Cl)=C(Cl)C(=O)C=1C#N)#N. The catalyst is O1CCOCC1. The product is [Br:1][C:2]1[CH:3]=[C:4]2[C:8](=[CH:9][C:10]=1[N+:11]([O-:13])=[O:12])[NH:7][CH:6]=[CH:5]2. The yield is 0.380. (3) The reactants are Cl[C:2]1[C:7]([F:8])=[CH:6][N:5]=[C:4]2[NH:9][C:10]([C:12]3[CH:21]=[CH:20][C:15]([C:16]([O:18][CH3:19])=[O:17])=[CH:14][CH:13]=3)=[N:11][C:3]=12.Cl.[I-:23].[Na+].[O-]S([O-])(=S)=O.[Na+].[Na+]. The catalyst is C1COCC1.C(#N)C. The product is [F:8][C:7]1[C:2]([I:23])=[C:3]2[N:11]=[C:10]([C:12]3[CH:21]=[CH:20][C:15]([C:16]([O:18][CH3:19])=[O:17])=[CH:14][CH:13]=3)[NH:9][C:4]2=[N:5][CH:6]=1. The yield is 0.620. (4) The reactants are [CH3:1][O:2][C:3](=[O:14])[C:4]1[CH:9]=[CH:8][C:7]([C:10]#[N:11])=[CH:6][C:5]=1[O:12][CH3:13]. The catalyst is CO.[Ni]. The product is [CH3:1][O:2][C:3](=[O:14])[C:4]1[CH:9]=[CH:8][C:7]([CH2:10][NH2:11])=[CH:6][C:5]=1[O:12][CH3:13]. The yield is 0.370.